Dataset: Experimentally validated miRNA-target interactions with 360,000+ pairs, plus equal number of negative samples. Task: Binary Classification. Given a miRNA mature sequence and a target amino acid sequence, predict their likelihood of interaction. (1) The miRNA is mmu-miR-592-5p with sequence AUUGUGUCAAUAUGCGAUGAUGU. The protein sequence of the target gene is MAPERLRSRALSAFKLRGLLLRGEAIKYLTEALQSISELELEDKLEKIINAVEKQPLSSNMIERSVVEAAVQECSQSVDETIEHVFNIIGAFDIPRFVYNSERKKFLPLLMTNHPAPNLFGTPRDKAEMFRERYTILHQRTHRHELFTPPVIGSHPDESGSKFQLKTIETLLGSTTKIGDAIVLGMITQLKEGKFFLEDPTGTVQLDLSKAQFHSGLYTEACFVLAEGWFEDQVFHVNAFGFPPTEPSSTTRAYYGNINFFGGPSNTSVKTSAKLKQLEEENKDAMFVFLSDVWLDQVEV.... Result: 0 (no interaction). (2) The miRNA is mmu-miR-410-5p with sequence AGGUUGUCUGUGAUGAGUUCG. The protein sequence of the target gene is MEEELPLFSGDSGKPVQATLSSLKMLDVGKWPIFSLCSEEELQLIRQACVFGSAGNEVLYTTVNDEIFVLGTNCCGCLGLGDVQSTIEPRRLDSLNGKKIACLSYGSGPHIVLATTEGEVFTWGHNAYSQLGNGTTNHGLVPCHISTNLSNKQVIEVACGSYHSLVLTSDGEVFAWGYNNSGQVGSGSTVNQPIPRRVTGCLQNKVVVTIACGQMCCMAVVDTGEVYVWGYNGNGQLGLGNSGNQPTPCRVAALQGIRVQRVACGYAHTLVLTDEGQVYAWGANSYGQLGTGNKSNQSYP.... Result: 0 (no interaction). (3) The miRNA is hsa-miR-6796-5p with sequence UUGUGGGGUUGGAGAGCUGGCUG. The protein sequence of the target gene is MAELLRSLRDSQLVARFQRRCGLFPAREASGEEHVVKNYFYYYLFRFSAALGQEVFYITFLPFTHWNIDPNLSRRLVVIWVLVMYIGQVAKDILKWPRPSFPPVVRLEKRIIAEYGMPSTHAMAATAISFTLLISTMDRYQYPFILGLMMAVVFSTLVCLSRLYTGMHTVLDILGGVLITAVLIALTYPAWTLIDSLDSASPLFPVCVIVVPFLLCYNYPVSDYYSPTRADTTTIVAAGAGVTLGFWINHFFQLVSKPTPSLPVIQNIPPLTTDMLVLGLTKFMVGIMLILLVRQLVQKL.... Result: 0 (no interaction). (4) The miRNA is hsa-miR-4703-3p with sequence UGUAGUUGUAUUGUAUUGCCAC. The protein sequence of the target gene is MQPPRERLVVTGRAGWMGMGRGAGRSALGLWPTLAFLLCSFPAAISPCKILKCNSEFWSATSSGSHAPASDDVPEFCAALRTYALCTRRTARTCRGDLAYHSAVHGIEDLMSQHNCSKDGPTSQPRVRTLPPAGDSQERSDSPEICHYEKSFHKHSAAPNYTHCGLFGDPHLRTFTDHFQTCKVQGAWPLIDNNYLNVQVTNTPVLPGSAATATSKLTIIFKNFQECVDQKVYQAEMDELPSAFADGSKNGGDKHGANSLKITEKVSGQHVEIQAKYIGTTIVVRQVGRYLTFAVRMPEE.... Result: 0 (no interaction). (5) The miRNA is hsa-miR-6775-5p with sequence UCGGGGCAUGGGGGAGGGAGGCUGG. The protein sequence of the target gene is MTMRHCWTAGPSSWWVLLLYVHVILARATSAPQTTATVLTGSSKDPCSSWSPAVPTKQYPALDVIWPEKEVPLNGTLTLSCTACSRFPYFSILYWLGNGSFIEHLPGRLKEGHTSREHRNTSTWLHRALVLEELSPTLRSTNFSCLFVDPGQVAQYHIILAQLWDGLKTAPSPSQETLSSHSPVSRSAGPGVA. Result: 0 (no interaction). (6) The protein sequence of the target gene is MENLGVGEGAEACSRLSRSRGRHSMTRAPKHLWRQPRRPIRIQQRFYSDPDKSAGCRERDLSPRPELRKSRLSWPVSSCRRFDLENGLSCGRRALDPQSSPGLGRIMQAPVPHSQRRESFLYRSDSDYELSPKAMSRNSSVASDLHGEDMIVTPFAQVLASLRTVRSNVAALARQQCLGAAKQGPVGNPSSSNQLPPAEDTGQKLALETLDELDWCLDQLETLQTRHSVGEMASNKFKRILNRELTHLSETSRSGNQVSEYISRTFLDQQTEVELPKVTAEEAPQPMSRISGLHGLCHSA.... The miRNA is hsa-miR-26a-5p with sequence UUCAAGUAAUCCAGGAUAGGCU. Result: 1 (interaction). (7) The miRNA is rno-miR-134-5p with sequence UGUGACUGGUUGACCAGAGGGG. The protein sequence of the target gene is MSSTPHDPFYSSPFGPFYRRHTPYMVQPEYRIYEMNKRLQSRTEDSDNLWWDAFATEFFEDDATLTLSFCLEDGPKRYTIGRTLIPRYFSTVFEGGVTDLYYILKHSKESYHNSSITVDCDQCTMVTQHGKPMFTKVCTEGRLILEFTFDDLMRIKTWHFTIRQYRELVPRSILAMHAQDPQVLDQLSKNITRMGLTNFTLNYLRLCVILEPMQELMSRHKTYNLSPRDCLKTCLFQKWQRMVAPPAEPTRQPTTKRRKRKNSTSSTSNSSAGNNANSTGSKKKTTAANLSLSSQVPDVM.... Result: 0 (no interaction).